From a dataset of Catalyst prediction with 721,799 reactions and 888 catalyst types from USPTO. Predict which catalyst facilitates the given reaction. Reactant: [NH2:1][C:2]1[CH:9]=[C:8]([O:10][CH2:11][CH2:12][O:13][CH3:14])[C:7]([O:15][CH2:16][CH2:17][O:18][CH2:19][CH2:20][O:21][CH2:22][CH2:23][O:24][CH2:25][CH2:26][O:27][C:28]2[CH:33]=[C:32]([NH2:34])[C:31]([C:35]#[N:36])=[CH:30][C:29]=2[O:37][CH2:38][CH2:39][O:40][CH3:41])=[CH:6][C:3]=1[C:4]#[N:5].[CH3:42][N:43]([CH:45](OC)OC)[CH3:44]. Product: [C:4]([C:3]1[CH:6]=[C:7]([O:15][CH2:16][CH2:17][O:18][CH2:19][CH2:20][O:21][CH2:22][CH2:23][O:24][CH2:25][CH2:26][O:27][C:28]2[CH:33]=[C:32](/[N:34]=[CH:42]/[N:43]([CH3:45])[CH3:44])[C:31]([C:35]#[N:36])=[CH:30][C:29]=2[O:37][CH2:38][CH2:39][O:40][CH3:41])[C:8]([O:10][CH2:11][CH2:12][O:13][CH3:14])=[CH:9][C:2]=1/[N:1]=[CH:42]/[N:43]([CH3:45])[CH3:44])#[N:5]. The catalyst class is: 28.